Dataset: Reaction yield outcomes from USPTO patents with 853,638 reactions. Task: Predict the reaction yield, written as a fraction of the theoretical maximum amount of product (1.0 means a 100% yield; for example, 0.34 means a 34% yield). (1) The catalyst is O1CCOCC1.O.C1C=CC([PH+]([C]2[CH][CH][CH][CH]2)C2C=CC=CC=2)=CC=1.C1C=CC([PH+]([C]2[CH][CH][CH][CH]2)C2C=CC=CC=2)=CC=1.C(Cl)Cl.Cl[Pd]Cl.[Fe].C1(P(C2C=CC=CC=2)[C-]2C=CC=C2)C=CC=CC=1.[C-]1(P(C2C=CC=CC=2)C2C=CC=CC=2)C=CC=C1.[Fe+2]. The product is [CH3:14][O:15][C:16](=[O:35])[C:17]1[CH:22]=[C:21]([S:23](=[O:33])(=[O:32])[NH:24][C:25]2[CH:30]=[CH:29][C:28]([C:8]3[CH:9]=[CH:10][C:5]([CH2:1][CH2:2][CH2:3][CH3:4])=[CH:6][CH:7]=3)=[CH:27][CH:26]=2)[CH:20]=[CH:19][C:18]=1[CH3:34]. The yield is 0.640. The reactants are [CH2:1]([C:5]1[CH:10]=[CH:9][C:8](B(O)O)=[CH:7][CH:6]=1)[CH2:2][CH2:3][CH3:4].[CH3:14][O:15][C:16](=[O:35])[C:17]1[CH:22]=[C:21]([S:23](=[O:33])(=[O:32])[NH:24][C:25]2[CH:30]=[CH:29][C:28](Br)=[CH:27][CH:26]=2)[CH:20]=[CH:19][C:18]=1[CH3:34].C(=O)([O-])[O-].[K+].[K+]. (2) The reactants are Br[C:2]1[CH:3]=[C:4]([C:8]2[N:13]([CH2:14][C:15]3[CH:20]=[CH:19][C:18]([CH3:21])=[CH:17][C:16]=3[CH3:22])[C:12](=[O:23])[C:11]([C:24]#[N:25])=[C:10]([C:26]([F:29])([F:28])[F:27])[CH:9]=2)[CH:5]=[CH:6][CH:7]=1.[CH2:30]([O:32][C:33]([C:35]1[NH:36][C:37]2[C:42]([CH:43]=1)=[CH:41][CH:40]=[C:39]([OH:44])[CH:38]=2)=[O:34])[CH3:31].P([O-])([O-])([O-])=O.[K+].[K+].[K+].C(P(C(C)(C)C)C1C=CC=CC=1C1C=CC=CC=1)(C)(C)C. The yield is 0.263. The product is [C:24]([C:11]1[C:12](=[O:23])[N:13]([CH2:14][C:15]2[CH:20]=[CH:19][C:18]([CH3:21])=[CH:17][C:16]=2[CH3:22])[C:8]([C:4]2[CH:3]=[C:2]([O:44][C:39]3[CH:38]=[C:37]4[C:42]([CH:43]=[C:35]([C:33]([O:32][CH2:30][CH3:31])=[O:34])[NH:36]4)=[CH:41][CH:40]=3)[CH:7]=[CH:6][CH:5]=2)=[CH:9][C:10]=1[C:26]([F:27])([F:28])[F:29])#[N:25]. The catalyst is C1(C)C=CC=CC=1.CCOC(C)=O.CC([O-])=O.CC([O-])=O.[Pd+2]. (3) The reactants are [F:1][C:2]1[CH:3]=[C:4]([NH2:30])[CH:5]=[CH:6][C:7]=1[O:8][C:9]1[C:14]2=[CH:15][C:16]([C:18]3[CH:23]=[CH:22][N:21]=[C:20]([N:24]4[CH2:29][CH2:28][O:27][CH2:26][CH2:25]4)[CH:19]=3)=[CH:17][N:13]2[N:12]=[CH:11][N:10]=1.Cl.FC1C=C(N[C:60](=[O:72])[CH2:61][C:62]([NH:64][C:65]2[CH:70]=[CH:69][C:68]([F:71])=[CH:67][CH:66]=2)=[O:63])C=CC=1OC1C2=C(C)C(OCCN3CCOCC3)=CN2N=CN=1.CCN(C(C)C)C(C)C.CN(C(ON1N=NC2C=CC=CC1=2)=[N+](C)C)C.[B-](F)(F)(F)F. The catalyst is CN(C=O)C. The product is [F:1][C:2]1[CH:3]=[C:4]([NH:30][C:60](=[O:72])[CH2:61][C:62]([NH:64][C:65]2[CH:70]=[CH:69][C:68]([F:71])=[CH:67][CH:66]=2)=[O:63])[CH:5]=[CH:6][C:7]=1[O:8][C:9]1[C:14]2=[CH:15][C:16]([C:18]3[CH:23]=[CH:22][N:21]=[C:20]([N:24]4[CH2:25][CH2:26][O:27][CH2:28][CH2:29]4)[CH:19]=3)=[CH:17][N:13]2[N:12]=[CH:11][N:10]=1. The yield is 0.370. (4) The reactants are C1(S([C:10]2(SC)[CH2:15][C@H:14]3[C@:12]([C:16]4[CH:21]=[CH:20][C:19]([Cl:22])=[C:18]([Cl:23])[CH:17]=4)([CH2:13]3)[CH2:11]2)(=O)=O)C=CC=CC=1.C[OH:27].Cl. The catalyst is C(OCC)(=O)C.CCCCCC. The product is [Cl:23][C:18]1[CH:17]=[C:16]([C@:12]23[CH2:13][C@H:14]2[CH2:15][C:10](=[O:27])[CH2:11]3)[CH:21]=[CH:20][C:19]=1[Cl:22]. The yield is 0.990. (5) The reactants are [C:1]([O:5][C:6](=[O:27])[NH:7][C@H:8]([C:12]1[CH:17]=[C:16]([C:18]2[N:22]([CH:23]([F:25])[F:24])[N:21]=[CH:20][C:19]=2[NH2:26])[CH:15]=[CH:14][N:13]=1)[CH2:9][CH:10]=[CH2:11])([CH3:4])([CH3:3])[CH3:2].[CH3:28][CH:29]([CH:33]=[CH2:34])[C:30](O)=[O:31].N1C=CC=CC=1.C(P1(=O)OP(CCC)(=O)OP(CCC)(=O)O1)CC. The yield is 0.740. The product is [C:1]([O:5][C:6](=[O:27])[NH:7][C@H:8]([C:12]1[CH:17]=[C:16]([C:18]2[N:22]([CH:23]([F:25])[F:24])[N:21]=[CH:20][C:19]=2[NH:26][C:30](=[O:31])[CH:29]([CH3:28])[CH:33]=[CH2:34])[CH:15]=[CH:14][N:13]=1)[CH2:9][CH:10]=[CH2:11])([CH3:2])([CH3:3])[CH3:4]. The catalyst is CCOC(C)=O. (6) The reactants are C1(OC(N([C@@H](C2C=CC=CC=2)C)[C:11](=[O:22])[CH:12]([CH2:19][CH:20]=[CH2:21])[CH2:13][CH2:14][CH2:15][CH2:16][CH2:17][CH3:18])=O)C=CC=CC=1.[O:31]([CH3:33])[Li]. The catalyst is CO. The product is [CH2:19]([CH:12]([CH2:13][CH2:14][CH2:15][CH2:16][CH2:17][CH3:18])[C:11]([O:31][CH3:33])=[O:22])[CH:20]=[CH2:21]. The yield is 0.580. (7) The product is [CH2:27]([N:7]([CH2:6][C:2]1[O:1][CH:5]=[CH:4][CH:3]=1)[S:8]([C:11]1[CH:19]=[CH:18][C:14]([C:15]([OH:17])=[O:16])=[CH:13][CH:12]=1)(=[O:10])=[O:9])[C:28]1[CH:33]=[CH:32][CH:31]=[CH:30][CH:29]=1. The yield is 0.350. The catalyst is CN(C=O)C.C(OCC)(=O)C. The reactants are [O:1]1[CH:5]=[CH:4][CH:3]=[C:2]1[CH2:6][NH:7][S:8]([C:11]1[CH:19]=[CH:18][C:14]([C:15]([OH:17])=[O:16])=[CH:13][CH:12]=1)(=[O:10])=[O:9].C(=O)([O-])[O-].[Cs+].[Cs+].Br[CH2:27][C:28]1[CH:33]=[CH:32][CH:31]=[CH:30][CH:29]=1. (8) The yield is 0.570. The product is [Cl:1][C:2]1[N:10]([CH2:11][CH:12]=[CH2:13])[C:9]2[C:8](=[O:14])[NH:7][C:6](=[O:15])[N:5]([CH2:23][CH2:24][CH2:25][C:26]([F:29])([F:28])[F:27])[C:4]=2[N:3]=1. The reactants are [Cl:1][C:2]1[N:10]([CH2:11][CH:12]=[CH2:13])[C:9]2[C:8](=[O:14])[NH:7][C:6](=[O:15])[NH:5][C:4]=2[N:3]=1.C(=O)([O-])[O-].[Na+].[Na+].Br[CH2:23][CH2:24][CH2:25][C:26]([F:29])([F:28])[F:27]. The catalyst is CN(C)C=O.